From a dataset of Catalyst prediction with 721,799 reactions and 888 catalyst types from USPTO. Predict which catalyst facilitates the given reaction. (1) Reactant: C(N(CC)CC)C.[F:8][C:9]1[C:14]([F:15])=[CH:13][CH:12]=[CH:11][C:10]=1[C@H:16]1[CH2:22][N:21]2[C:23]([CH2:26][C:27]([F:30])([F:29])[F:28])=[CH:24][N:25]=[C:20]2[C@H:19]([NH2:31])[CH2:18][CH2:17]1.Cl[C:33](OC1C=CC([N+]([O-])=O)=CC=1)=[O:34].[NH:45]1[CH2:50][CH2:49][CH:48]([C:51]2[C:52](=[O:57])[NH:53][CH:54]=[CH:55][CH:56]=2)[CH2:47][CH2:46]1.C(=O)([O-])[O-].[Na+].[Na+]. Product: [F:8][C:9]1[C:14]([F:15])=[CH:13][CH:12]=[CH:11][C:10]=1[C@H:16]1[CH2:22][N:21]2[C:23]([CH2:26][C:27]([F:30])([F:28])[F:29])=[CH:24][N:25]=[C:20]2[C@H:19]([NH:31][C:33]([N:45]2[CH2:50][CH2:49][CH:48]([C:51]3[C:52](=[O:57])[NH:53][CH:54]=[CH:55][CH:56]=3)[CH2:47][CH2:46]2)=[O:34])[CH2:18][CH2:17]1. The catalyst class is: 4. (2) Reactant: [Cl:1][C:2]1[CH:3]=[CH:4][C:5]([O:26][CH2:27][C:28]2[CH:33]=[CH:32][CH:31]=[CH:30][CH:29]=2)=[C:6]([C:8]2[C:9]([C:15]3[CH:20]=[CH:19][CH:18]=[C:17]([C:21]([O:23]CC)=[O:22])[CH:16]=3)=[C:10]([CH3:14])[CH:11]=[CH:12][CH:13]=2)[CH:7]=1.[OH-].[Na+:35]. Product: [Cl:1][C:2]1[CH:3]=[CH:4][C:5]([O:26][CH2:27][C:28]2[CH:33]=[CH:32][CH:31]=[CH:30][CH:29]=2)=[C:6]([C:8]2[C:9]([C:15]3[CH:20]=[CH:19][CH:18]=[C:17]([C:21]([O-:23])=[O:22])[CH:16]=3)=[C:10]([CH3:14])[CH:11]=[CH:12][CH:13]=2)[CH:7]=1.[Na+:35]. The catalyst class is: 8. (3) Reactant: ClC(Cl)(O[C:5](=[O:11])OC(Cl)(Cl)Cl)Cl.[O:13]1[CH2:18][CH2:17][N:16]([C:19]2[CH:24]=[CH:23][C:22]([C:25]3[C:33]4[C:28](=[CH:29][CH:30]=[C:31]([NH2:34])[CH:32]=4)[N:27](C4CCCCO4)[N:26]=3)=[CH:21][CH:20]=2)[CH2:15][CH2:14]1.CCN(C(C)C)C(C)C.[CH2:50]([NH:52][C:53]1[CH:58]=[CH:57][CH:56]=[CH:55][CH:54]=1)[CH3:51]. Product: [CH2:50]([N:52]([C:53]1[CH:58]=[CH:57][CH:56]=[CH:55][CH:54]=1)[C:5]([NH:34][C:31]1[CH:32]=[C:33]2[C:28](=[CH:29][CH:30]=1)[NH:27][N:26]=[C:25]2[C:22]1[CH:21]=[CH:20][C:19]([N:16]2[CH2:15][CH2:14][O:13][CH2:18][CH2:17]2)=[CH:24][CH:23]=1)=[O:11])[CH3:51]. The catalyst class is: 2. (4) Reactant: [F:1][C:2]1[CH:3]=[C:4]([CH:38]=[C:39]([F:41])[CH:40]=1)[CH2:5][C:6]1[CH:7]=[C:8]2[C:12](=[CH:13][CH:14]=1)[NH:11][N:10]=[C:9]2[NH:15][C:16](=[O:37])[C:17]1[CH:22]=[CH:21][C:20]([NH2:23])=[CH:19][C:18]=1[N:24]([CH:31]1[CH2:36][CH2:35][O:34][CH2:33][CH2:32]1)[C:25](=[O:30])[C:26]([F:29])([F:28])[F:27].[CH:42]([CH:44]1[CH2:47][N:46]([C:48]([O:50][C:51]([CH3:54])([CH3:53])[CH3:52])=[O:49])[CH2:45]1)=O.FC(F)(F)C(O)=O.C(O[BH-](OC(=O)C)OC(=O)C)(=O)C.C[N+](C)(C)C. Product: [F:41][C:39]1[CH:38]=[C:4]([CH:3]=[C:2]([F:1])[CH:40]=1)[CH2:5][C:6]1[CH:7]=[C:8]2[C:12](=[CH:13][CH:14]=1)[NH:11][N:10]=[C:9]2[NH:15][C:16]([C:17]1[CH:22]=[CH:21][C:20]([NH:23][CH2:42][CH:44]2[CH2:47][N:46]([C:48]([O:50][C:51]([CH3:52])([CH3:54])[CH3:53])=[O:49])[CH2:45]2)=[CH:19][C:18]=1[N:24]([CH:31]1[CH2:32][CH2:33][O:34][CH2:35][CH2:36]1)[C:25](=[O:30])[C:26]([F:29])([F:27])[F:28])=[O:37]. The catalyst class is: 4. (5) Reactant: [Cl:1][C:2]1[CH:3]=[C:4]([CH2:8][C:9]([OH:11])=O)[CH:5]=[CH:6][CH:7]=1.C(Cl)(=O)C(Cl)=O.[NH2:18][C:19]1[CH:20]=[C:21]([CH:26]=[CH:27][CH:28]=1)[C:22](C[NH-])=[O:23].[N:29]1C=CC=C[CH:30]=1. Product: [CH3:30][NH:29][C:22]([C:21]1[CH:20]=[C:19]([NH:18][C:9](=[O:11])[CH2:8][C:4]2[CH:5]=[CH:6][CH:7]=[C:2]([Cl:1])[CH:3]=2)[CH:28]=[CH:27][CH:26]=1)=[O:23]. The catalyst class is: 306.